From a dataset of Full USPTO retrosynthesis dataset with 1.9M reactions from patents (1976-2016). Predict the reactants needed to synthesize the given product. (1) The reactants are: [C:1](=[O:4])([O-])[O-].[Cs+].[Cs+].[F:7][CH:8]([F:35])[C:9]1[CH:10]=[C:11]([N:15]2[C:20]3[CH2:21][CH2:22][NH:23][C:24](=[O:25])[C:19]=3[CH:18]([C:26]3[CH:33]=[CH:32][C:29]([C:30]#[N:31])=[CH:28][CH:27]=3)[NH:17][C:16]2=O)[CH:12]=[CH:13][CH:14]=1.CI.O. Given the product [F:35][CH:8]([F:7])[C:9]1[CH:10]=[C:11]([N:15]2[C:20]3[CH2:21][CH2:22][NH:23][C:24](=[O:25])[C:19]=3[CH:18]([C:26]3[CH:27]=[CH:28][C:29]([C:30]#[N:31])=[CH:32][CH:33]=3)[N:17]([CH3:16])[C:1]2=[O:4])[CH:12]=[CH:13][CH:14]=1, predict the reactants needed to synthesize it. (2) Given the product [CH2:32]([NH:34][C:18](=[O:19])[CH2:17][CH:14]1[S:13][C:12]([C:9]2[NH:10][C:11]3[C:7]([CH:8]=2)=[CH:6][C:5]([O:21][C:22]2[CH:23]=[N:24][C:25]([CH2:28][O:29][CH3:30])=[CH:26][CH:27]=2)=[CH:4][C:3]=3[O:2][CH3:1])=[N:16][CH2:15]1)[CH3:33], predict the reactants needed to synthesize it. The reactants are: [CH3:1][O:2][C:3]1[CH:4]=[C:5]([O:21][C:22]2[CH:23]=[N:24][C:25]([CH2:28][O:29][CH3:30])=[CH:26][CH:27]=2)[CH:6]=[C:7]2[C:11]=1[NH:10][C:9]([C:12]1[S:13][CH:14]([CH2:17][C:18](O)=[O:19])[CH2:15][N:16]=1)=[CH:8]2.Cl.[CH2:32]([N:34]=C=NCCCN(C)C)[CH3:33].O.ON1C2C=CC=CC=2N=N1.O1CCCC1.C(N)C.